From a dataset of Experimentally validated miRNA-target interactions with 360,000+ pairs, plus equal number of negative samples. Binary Classification. Given a miRNA mature sequence and a target amino acid sequence, predict their likelihood of interaction. The miRNA is hsa-miR-130b-3p with sequence CAGUGCAAUGAUGAAAGGGCAU. The protein sequence of the target gene is MLLASAVVVWEWLNEHGRWRPYSPAVSHHIEAVVRAGPRAGGSVVLGQVDSRLAPYIIDLQSMNQFRQDTGTLRPVRRNYYDPSSAPGKGVVWEWENDNGSWTPYDMEVGITIQHAYEKQHPWIDLTSIGFSYVIDFNTMGQINRQTQRQRRVRRRLDLIYPMVTGTLPKAQSWPVSPGPATSPPMSPCSCPQCVLVMSVKAAVVNGSTGPLQLPVTRKNMPPPGVVKLPPLPGSGAKPLDSTGTIRGPLKTAPSQVIRRQASSMPTGTTMGSPASPPGPNSKTGRVALATLNRTNLQRL.... Result: 1 (interaction).